From a dataset of Catalyst prediction with 721,799 reactions and 888 catalyst types from USPTO. Predict which catalyst facilitates the given reaction. Reactant: [CH:1]1[C:9]2[C:8]3[CH:10]=[CH:11][CH:12]=[CH:13][C:7]=3[O:6][C:5]=2[C:4](B(O)O)=[CH:3][CH:2]=1.Br[C:18]1[CH:23]=[CH:22][C:21]([N+:24]([O-:26])=[O:25])=[CH:20][CH:19]=1.C(=O)([O-])[O-].[Na+].[Na+]. Product: [N+:24]([C:21]1[CH:22]=[CH:23][C:18]([C:4]2[C:5]3[O:6][C:7]4[CH:13]=[CH:12][CH:11]=[CH:10][C:8]=4[C:9]=3[CH:1]=[CH:2][CH:3]=2)=[CH:19][CH:20]=1)([O-:26])=[O:25]. The catalyst class is: 398.